From a dataset of Full USPTO retrosynthesis dataset with 1.9M reactions from patents (1976-2016). Predict the reactants needed to synthesize the given product. Given the product [N:19]1[CH:24]=[CH:23][CH:22]=[C:21]([C:25]2[CH:33]=[CH:32][CH:31]=[CH:30][C:26]=2[C:27]([N:7]2[CH2:8][CH:4]3[CH:5]([CH2:1][N:2]([C:9]4[CH:18]=[N:17][C:16]5[C:11](=[CH:12][CH:13]=[CH:14][CH:15]=5)[N:10]=4)[CH2:3]3)[CH2:6]2)=[O:28])[CH:20]=1, predict the reactants needed to synthesize it. The reactants are: [CH2:1]1[CH:5]2[CH2:6][NH:7][CH2:8][CH:4]2[CH2:3][N:2]1[C:9]1[CH:18]=[N:17][C:16]2[C:11](=[CH:12][CH:13]=[CH:14][CH:15]=2)[N:10]=1.[N:19]1[CH:24]=[CH:23][CH:22]=[C:21]([C:25]2[CH:33]=[CH:32][CH:31]=[CH:30][C:26]=2[C:27](O)=[O:28])[CH:20]=1.